Dataset: Full USPTO retrosynthesis dataset with 1.9M reactions from patents (1976-2016). Task: Predict the reactants needed to synthesize the given product. (1) Given the product [CH3:33][O:34][N:20]([CH3:22])[C:7](=[O:9])[C:6]1[CH:5]=[CH:4][C:3]([O:2][CH3:1])=[CH:11][CH:10]=1, predict the reactants needed to synthesize it. The reactants are: [CH3:1][O:2][C:3]1[CH:11]=[CH:10][C:6]([C:7]([OH:9])=O)=[CH:5][CH:4]=1.CCN=C=NCCC[N:20]([CH3:22])C.C1C=CC2N(O)N=NC=2C=1.[CH3:33][O:34]CN.CCN(C(C)C)C(C)C. (2) Given the product [C:1]([O:5][C:6](=[O:31])[CH2:7][O:8][C:9]1[CH:14]=[CH:13][C:12]([Cl:15])=[CH:11][C:10]=1[C:16]#[C:17][C:18]1[CH:19]=[CH:20][C:21]2[CH:28]=[CH:27][S:24](=[O:25])(=[O:26])[C:22]=2[CH:23]=1)([CH3:4])([CH3:3])[CH3:2], predict the reactants needed to synthesize it. The reactants are: [C:1]([O:5][C:6](=[O:31])[CH2:7][O:8][C:9]1[CH:14]=[CH:13][C:12]([Cl:15])=[CH:11][C:10]=1[C:16]#[C:17][C:18]1[CH:23]=[C:22]([S:24]([CH2:27][CH2:28]C)(=[O:26])=[O:25])[CH:21]=[CH:20][C:19]=1F)([CH3:4])([CH3:3])[CH3:2].C(OC(=O)COC1C=CC(Cl)=CC=1C#C)(C)(C)C.IC1C=CC2C=CS(=O)(=O)C=2C=1.